From a dataset of Catalyst prediction with 721,799 reactions and 888 catalyst types from USPTO. Predict which catalyst facilitates the given reaction. (1) Reactant: [NH2:1][C@@H:2]([C:9]([O:11][CH3:12])=[O:10])[CH2:3][CH2:4][C:5]([O:7][CH3:8])=[O:6].C(N(CC)CC)C.[CH3:20][C:21]([O:24][C:25](O[C:25]([O:24][C:21]([CH3:23])([CH3:22])[CH3:20])=[O:26])=[O:26])([CH3:23])[CH3:22]. Product: [CH3:20][C:21]([O:24][C:25]([NH:1][C@@H:2]([C:9]([O:11][CH3:12])=[O:10])[CH2:3][CH2:4][C:5]([O:7][CH3:8])=[O:6])=[O:26])([CH3:23])[CH3:22]. The catalyst class is: 5. (2) Reactant: [Br:1][C:2]1[C:10]2[N:9]=[C:8]([C:11]3[CH:16]=[CH:15][C:14]([CH:17]([CH3:19])[CH3:18])=[CH:13][CH:12]=3)[N:7]([CH2:20][CH2:21][O:22][CH3:23])[C:6]=2[C:5]([O:24][CH3:25])=[CH:4][C:3]=1I.[C:27]1(B(O)O)[CH:32]=[CH:31][CH:30]=[CH:29][CH:28]=1.C(=O)([O-])[O-].[Na+].[Na+]. Product: [Br:1][C:2]1[C:10]2[N:9]=[C:8]([C:11]3[CH:16]=[CH:15][C:14]([CH:17]([CH3:19])[CH3:18])=[CH:13][CH:12]=3)[N:7]([CH2:20][CH2:21][O:22][CH3:23])[C:6]=2[C:5]([O:24][CH3:25])=[CH:4][C:3]=1[C:27]1[CH:32]=[CH:31][CH:30]=[CH:29][CH:28]=1. The catalyst class is: 398. (3) Reactant: [CH3:1][NH:2][CH2:3][CH2:4][OH:5].CCN(C(C)C)C(C)C.[C:15]([Si:19](Cl)([CH3:21])[CH3:20])([CH3:18])([CH3:17])[CH3:16].CCOCC.O. Product: [Si:19]([O:5][CH2:4][CH2:3][NH:2][CH3:1])([C:15]([CH3:18])([CH3:17])[CH3:16])([CH3:21])[CH3:20]. The catalyst class is: 2. (4) Product: [F:9][C:10]1[C:11]([N+:19]([O-:21])=[O:20])=[CH:12][C:13]([O:4][CH3:1])=[C:14]([CH:17]=1)[CH:15]=[O:16]. The catalyst class is: 9. Reactant: [C:1](=[O:4])([O-])[O-].[K+].[K+].IC.[F:9][C:10]1[C:11]([N+:19]([O-:21])=[O:20])=[CH:12][C:13](O)=[C:14]([CH:17]=1)[CH:15]=[O:16].O. (5) Reactant: [Cl:1][C:2]1[CH:7]=[CH:6][C:5]([C:8]2[S:12][C:11]([CH3:13])=[C:10]([CH:14]3[C:18](=[O:19])[CH2:17][CH2:16][C:15]3=[O:20])[CH:9]=2)=[CH:4][CH:3]=1.[C:21](=O)([O-])[O-].[K+].[K+].IC. Product: [Cl:1][C:2]1[CH:7]=[CH:6][C:5]([C:8]2[S:12][C:11]([CH3:13])=[C:10]([C:14]3[C:15](=[O:20])[CH2:16][CH2:17][C:18]=3[O:19][CH3:21])[CH:9]=2)=[CH:4][CH:3]=1. The catalyst class is: 21. (6) Reactant: [F:1][C:2]1[CH:3]=[C:4]([OH:9])[CH:5]=[C:6]([F:8])[CH:7]=1.[N+:10]([O-])([OH:12])=[O:11]. Product: [F:1][C:2]1[CH:3]=[C:4]([OH:9])[CH:5]=[C:6]([F:8])[C:7]=1[N+:10]([O-:12])=[O:11]. The catalyst class is: 2. (7) Reactant: [C:1]1([C:7]([C:17]2[CH:22]=[CH:21][CH:20]=[CH:19][CH:18]=2)=[N:8][NH:9][C:10]2[CH:15]=[CH:14][C:13]([CH3:16])=[CH:12][CH:11]=2)[CH:6]=[CH:5][CH:4]=[CH:3][CH:2]=1.C(N(C(C)C)CC)(C)C.[Cl:32][C:33]1[CH:38]=[CH:37][C:36]([CH2:39][C:40](Cl)=[O:41])=[CH:35][CH:34]=1. Product: [Cl:32][C:33]1[CH:38]=[CH:37][C:36]([CH2:39][C:40]([N:9]([C:10]2[CH:11]=[CH:12][C:13]([CH3:16])=[CH:14][CH:15]=2)[N:8]=[C:7]([C:1]2[CH:2]=[CH:3][CH:4]=[CH:5][CH:6]=2)[C:17]2[CH:22]=[CH:21][CH:20]=[CH:19][CH:18]=2)=[O:41])=[CH:35][CH:34]=1. The catalyst class is: 9. (8) Reactant: N[C@@H]1C2C(=CC=CC=2)C[C@@H]1O.O1CCCC1.[F:17][C:18]1[CH:23]=[CH:22][C:21]([C:24]2[C:36]([CH:37]([F:49])[C:38]3[CH:43]=[CH:42][C:41]([O:44][C:45]([F:48])([F:47])[F:46])=[CH:40][CH:39]=3)=[C:35]([CH:50]([CH3:52])[CH3:51])[CH:34]=[C:33]3[C:25]=2[C:26](=[O:53])[CH2:27][C:28]2([O:32]3)[CH2:31][CH2:30][CH2:29]2)=[CH:20][CH:19]=1. Product: [F:17][C:18]1[CH:19]=[CH:20][C:21]([C:24]2[C:36]([CH:37]([F:49])[C:38]3[CH:43]=[CH:42][C:41]([O:44][C:45]([F:47])([F:48])[F:46])=[CH:40][CH:39]=3)=[C:35]([CH:50]([CH3:51])[CH3:52])[CH:34]=[C:33]3[C:25]=2[C@@H:26]([OH:53])[CH2:27][C:28]2([O:32]3)[CH2:31][CH2:30][CH2:29]2)=[CH:22][CH:23]=1. The catalyst class is: 5. (9) Reactant: Br[C:2]1[CH:3]=[C:4]([CH:8]2[O:12][CH2:11][CH2:10][O:9]2)[S:5][C:6]=1[Cl:7].[Li]CCCC.CCCCCC.[Cl:24][C:25]1[CH:26]=[C:27](/[CH:31]=[N:32]/[S:33]([C:35]([CH3:38])([CH3:37])[CH3:36])=[O:34])[CH:28]=[CH:29][CH:30]=1. Product: [Cl:7][C:6]1[S:5][C:4]([CH:8]2[O:12][CH2:11][CH2:10][O:9]2)=[CH:3][C:2]=1[CH:31]([C:27]1[CH:28]=[CH:29][CH:30]=[C:25]([Cl:24])[CH:26]=1)[NH:32][S:33]([C:35]([CH3:38])([CH3:37])[CH3:36])=[O:34]. The catalyst class is: 1.